From a dataset of Cav3 T-type calcium channel HTS with 100,875 compounds. Binary Classification. Given a drug SMILES string, predict its activity (active/inactive) in a high-throughput screening assay against a specified biological target. (1) The drug is Clc1cc(NC(=O)C(NCCO)c2ccccc2)cc(Cl)c1. The result is 0 (inactive). (2) The drug is o1c2c(c3c1cccc3)cc(OC)c(NCc1cc3OCOc3cc1)c2. The result is 0 (inactive). (3) The drug is O(c1ccc(C(=O)c2ccccc2)cc1)C(=O)N(C)C. The result is 0 (inactive). (4) The drug is O(CC(=O)NC(Cc1ccc(O)cc1)C(O)=O)Cc1ccccc1. The result is 0 (inactive). (5) The drug is S(=O)(=O)(N1CCN(CC1)c1ccccc1)c1cc2[nH]c(=O)c(=O)[nH]c2cc1. The result is 0 (inactive). (6) The molecule is O(C(=O)Cn1nc(nc1)[N+]([O-])=O)CC. The result is 0 (inactive).